This data is from Catalyst prediction with 721,799 reactions and 888 catalyst types from USPTO. The task is: Predict which catalyst facilitates the given reaction. (1) Reactant: [CH3:1][CH:2]([CH3:14])[C@@H:3]([NH:6][C:7](=[O:13])[O:8][C:9]([CH3:12])([CH3:11])[CH3:10])[CH:4]=[O:5].[CH3:15][Mg]Br.CO.[NH4+].[Cl-]. Product: [OH:5][CH:4]([C@H:3]([NH:6][C:7](=[O:13])[O:8][C:9]([CH3:12])([CH3:11])[CH3:10])[CH:2]([CH3:14])[CH3:1])[CH3:15]. The catalyst class is: 1. (2) Reactant: [CH3:1][O:2][CH2:3][CH2:4][CH2:5][O:6][C:7]1[CH:8]=[C:9]2[C:13](=[C:14]([N:16]([CH3:26])[S:17]([C:20]3[CH:25]=[CH:24][CH:23]=[CH:22][N:21]=3)(=[O:19])=[O:18])[CH:15]=1)[NH:12][C:11]([C:27]1[S:28][CH:29]([CH2:32][N:33]3[CH2:38][CH2:37][S:36][CH2:35][CH2:34]3)[CH2:30][N:31]=1)=[CH:10]2.CO.[OH:41]OS([O-])=O.[K+].S([O-])([O-])=O.[Na+].[Na+]. Product: [CH3:1][O:2][CH2:3][CH2:4][CH2:5][O:6][C:7]1[CH:8]=[C:9]2[C:13](=[C:14]([N:16]([CH3:26])[S:17]([C:20]3[CH:25]=[CH:24][CH:23]=[CH:22][N:21]=3)(=[O:19])=[O:18])[CH:15]=1)[NH:12][C:11]([C:27]1[S:28][CH:29]([CH2:32][N:33]3[CH2:34][CH2:35][S:36](=[O:41])[CH2:37][CH2:38]3)[CH2:30][N:31]=1)=[CH:10]2. The catalyst class is: 30. (3) Reactant: C(N(C(C)C)CC)(C)C.[F:10][CH:11]([F:36])[O:12][C:13]1[CH:18]=[CH:17][C:16]([C:19]2[CH:24]=[CH:23][C:22]([NH:25][CH2:26][C:27]3[CH:28]=[C:29]([C:33](O)=[O:34])[O:30][C:31]=3[CH3:32])=[CH:21][CH:20]=2)=[CH:15][CH:14]=1.[CH3:37][C:38]1[C:42]([S:43]([NH2:46])(=[O:45])=[O:44])=[C:41]([CH3:47])[O:40][N:39]=1.F[P-](F)(F)(F)(F)F.N1(OC(N(C)C)=[N+](C)C)C2N=CC=CC=2N=N1. Product: [F:10][CH:11]([F:36])[O:12][C:13]1[CH:14]=[CH:15][C:16]([C:19]2[CH:20]=[CH:21][C:22]([NH:25][CH2:26][C:27]3[CH:28]=[C:29]([C:33]([NH:46][S:43]([C:42]4[C:38]([CH3:37])=[N:39][O:40][C:41]=4[CH3:47])(=[O:44])=[O:45])=[O:34])[O:30][C:31]=3[CH3:32])=[CH:23][CH:24]=2)=[CH:17][CH:18]=1. The catalyst class is: 9.